Dataset: Full USPTO retrosynthesis dataset with 1.9M reactions from patents (1976-2016). Task: Predict the reactants needed to synthesize the given product. (1) Given the product [F:38][CH:36]([F:37])[C:33]1[N:34]=[CH:35][C:30]([CH2:29][NH:28][C:26](=[O:27])[O:25][C:21]([CH3:22])([CH3:23])[CH3:24])=[CH:31][C:32]=1[C:39](=[O:40])[NH:20][C:7]1[NH:8][C:9]([C:10]2[CH:11]=[CH:12][C:13]([C:16]([F:19])([F:17])[F:18])=[CH:14][CH:15]=2)=[C:5]([CH3:4])[N:6]=1, predict the reactants needed to synthesize it. The reactants are: C([O-])=O.[CH3:4][C:5]1[N:6]=[C:7]([NH3+:20])[NH:8][C:9]=1[C:10]1[CH:15]=[CH:14][C:13]([C:16]([F:19])([F:18])[F:17])=[CH:12][CH:11]=1.[C:21]([O:25][C:26]([NH:28][CH2:29][C:30]1[CH:31]=[C:32]([C:39](O)=[O:40])[C:33]([CH:36]([F:38])[F:37])=[N:34][CH:35]=1)=[O:27])([CH3:24])([CH3:23])[CH3:22].CCN(C(C)C)C(C)C.F[P-](F)(F)(F)(F)F.N1(O[P+](N(C)C)(N(C)C)N(C)C)C2C=CC=CC=2N=N1. (2) Given the product [F:1][C:2]1[CH:7]=[C:6]([C:18]2[CH:19]=[CH:20][CH:21]=[C:22]([C:24]3[N:28]4[N:29]=[C:30]([N:33]5[CH2:37][CH2:36][CH2:35][C@@H:34]5[C:38]5[CH:43]=[CH:42][CH:41]=[C:40]([F:44])[CH:39]=5)[CH:31]=[CH:32][C:27]4=[N:26][CH:25]=3)[N:23]=2)[CH:5]=[CH:4][N:3]=1, predict the reactants needed to synthesize it. The reactants are: [F:1][C:2]1[CH:7]=[C:6](B(O)O)[CH:5]=[CH:4][N:3]=1.C([O-])([O-])=O.[Na+].[Na+].Br[C:18]1[N:23]=[C:22]([C:24]2[N:28]3[N:29]=[C:30]([N:33]4[CH2:37][CH2:36][CH2:35][C@@H:34]4[C:38]4[CH:43]=[CH:42][CH:41]=[C:40]([F:44])[CH:39]=4)[CH:31]=[CH:32][C:27]3=[N:26][CH:25]=2)[CH:21]=[CH:20][CH:19]=1. (3) The reactants are: Cl.Cl.[CH:3]1([N:6]2[CH2:11][CH2:10][CH:9]([NH2:12])[CH2:8][CH2:7]2)[CH2:5][CH2:4]1.C([O-])(O)=[O:14].[Na+].[CH3:18][O:19][C:20]([C:22]1[CH:34]=[CH:33][C:25]2[NH:26][C:27]([C:29](Cl)(Cl)Cl)=[N:28][C:24]=2[CH:23]=1)=[O:21]. Given the product [CH3:18][O:19][C:20]([C:22]1[CH:34]=[CH:33][C:25]2[NH:26][C:27]([C:29](=[O:14])[NH:12][CH:9]3[CH2:10][CH2:11][N:6]([CH:3]4[CH2:5][CH2:4]4)[CH2:7][CH2:8]3)=[N:28][C:24]=2[CH:23]=1)=[O:21], predict the reactants needed to synthesize it. (4) Given the product [OH:3][NH:2][C:8]([CH:10]([NH:13][C:14](=[O:20])[O:15][C:16]([CH3:19])([CH3:18])[CH3:17])[CH2:11][CH3:12])=[O:7], predict the reactants needed to synthesize it. The reactants are: Cl.[NH2:2][OH:3].[OH-].[K+].C[O:7][C:8]([CH:10]([NH:13][C:14](=[O:20])[O:15][C:16]([CH3:19])([CH3:18])[CH3:17])[CH2:11][CH3:12])=O.O.